From a dataset of Forward reaction prediction with 1.9M reactions from USPTO patents (1976-2016). Predict the product of the given reaction. (1) Given the reactants Cl[C:2]1[CH:7]=[CH:6][N:5]=[C:4]2[N:8]([C:11]3[CH:16]=[CH:15][CH:14]=[CH:13][CH:12]=3)[CH:9]=[CH:10][C:3]=12.[CH2:17]([Mg]Cl)[CH2:18][CH3:19], predict the reaction product. The product is: [C:11]1([N:8]2[C:4]3=[N:5][CH:6]=[CH:7][C:2]([CH2:17][CH2:18][CH3:19])=[C:3]3[CH:10]=[CH:9]2)[CH:16]=[CH:15][CH:14]=[CH:13][CH:12]=1. (2) Given the reactants C(N)(=S)C1C=CC=CC=1.[S:10]1[C:14]2[CH:15]=[CH:16][CH:17]=[CH:18][C:13]=2[N:12]=[CH:11]1.[Fe-3:19]([C:30]#[N:31])([C:28]#[N:29])([C:26]#[N:27])([C:24]#[N:25])([C:22]#[N:23])[C:20]#[N:21].[K+:32].[K+].[K+].[OH-].[Na+], predict the reaction product. The product is: [S:10]1[C:14]2[CH:15]=[CH:16][CH:17]=[CH:18][C:13]=2[N:12]=[CH:11]1.[Fe-3:19]([C:28]#[N:29])([C:24]#[N:25])([C:20]#[N:21])([C:22]#[N:23])([C:26]#[N:27])[C:30]#[N:31].[K+:32].[K+:32].[K+:32]. (3) Given the reactants C(NCCO)(=[O:3])C.[H-].[Na+].[Cl:10][C:11]1[CH:12]=[C:13]([NH:25][C:26]2[C:35]3[C:30](=[CH:31][CH:32]=[CH:33][C:34]=3F)[N:29]=[CH:28][N:27]=2)[CH:14]=[CH:15][C:16]=1[O:17][CH2:18][C:19]1[CH:24]=[CH:23][CH:22]=[CH:21][N:20]=1.[Cl-].[NH4+], predict the reaction product. The product is: [Cl:10][C:11]1[CH:12]=[C:13]([NH:25][C:26]2[C:35]3[C:34]([OH:3])=[CH:33][CH:32]=[CH:31][C:30]=3[N:29]=[CH:28][N:27]=2)[CH:14]=[CH:15][C:16]=1[O:17][CH2:18][C:19]1[CH:24]=[CH:23][CH:22]=[CH:21][N:20]=1. (4) Given the reactants [C:1]1([CH3:13])[CH:6]=[CH:5][C:4]([S:7]([N:10]=[C:11]=[O:12])(=[O:9])=[O:8])=[CH:3][CH:2]=1.[NH2:14][C:15]1[CH:24]=[C:23]2[C:18]([CH2:19][CH2:20][NH:21][CH2:22]2)=[CH:17][CH:16]=1, predict the reaction product. The product is: [CH3:13][C:1]1[CH:2]=[CH:3][C:4]([S:7]([NH:10][C:11]([N:21]2[CH2:20][CH2:19][C:18]3[C:23](=[CH:24][C:15]([NH:14][C:11](=[O:12])[NH:10][S:7]([C:4]4[CH:5]=[CH:6][C:1]([CH3:13])=[CH:2][CH:3]=4)(=[O:8])=[O:9])=[CH:16][CH:17]=3)[CH2:22]2)=[O:12])(=[O:8])=[O:9])=[CH:5][CH:6]=1. (5) The product is: [C:18]([O:17][C:15]([N:12]1[CH2:13][CH2:14][CH:9](/[CH:8]=[CH:7]/[CH:6]=[CH:5]/[C:4]([OH:22])=[O:3])[CH2:10][CH2:11]1)=[O:16])([CH3:21])([CH3:19])[CH3:20]. Given the reactants C([O:3][C:4](=[O:22])/[CH:5]=[CH:6]/[CH:7]=[CH:8]/[CH:9]1[CH2:14][CH2:13][N:12]([C:15]([O:17][C:18]([CH3:21])([CH3:20])[CH3:19])=[O:16])[CH2:11][CH2:10]1)C.O[Li].O, predict the reaction product. (6) Given the reactants [H-].[Na+].[F:3][C:4]1[CH:9]=[CH:8][C:7]([CH2:10][C:11]#[N:12])=[CH:6][CH:5]=1.[C:13](=O)([O:17]CC)[O:14][CH2:15][CH3:16], predict the reaction product. The product is: [C:11]([CH:10]([C:7]1[CH:8]=[CH:9][C:4]([F:3])=[CH:5][CH:6]=1)[C:13]([O:14][CH2:15][CH3:16])=[O:17])#[N:12].